This data is from Full USPTO retrosynthesis dataset with 1.9M reactions from patents (1976-2016). The task is: Predict the reactants needed to synthesize the given product. (1) Given the product [CH:1]1([C:4]2[CH:5]=[C:6]([CH:16]([CH2:22][CH:23]3[CH2:24][CH2:25][O:26][CH2:27][CH2:28]3)[C:17]([O:19][CH2:20][CH3:21])=[O:18])[CH:7]=[CH:8][C:9]=2[S:10]([CH:13]2[CH2:14][CH2:15]2)(=[O:11])=[O:12])[CH2:2][CH2:3]1, predict the reactants needed to synthesize it. The reactants are: [CH:1]1([C:4]2[CH:5]=[C:6]([C:16](=[CH:22][CH:23]3[CH2:28][CH2:27][O:26][CH2:25][CH2:24]3)[C:17]([O:19][CH2:20][CH3:21])=[O:18])[CH:7]=[CH:8][C:9]=2[S:10]([CH:13]2[CH2:15][CH2:14]2)(=[O:12])=[O:11])[CH2:3][CH2:2]1.[BH4-].[Na+].Cl.O. (2) Given the product [Cl:26][C:27]1[CH:28]=[C:29]([CH:34]=[C:35]([F:38])[C:36]=1[O:37][CH2:2][C:3]1[N:4]([C:19]2[CH:24]=[CH:23][C:22]([F:25])=[CH:21][CH:20]=2)[C:5]([C:8]([C:11]2[CH:16]=[CH:15][C:14]([Cl:17])=[C:13]([Cl:18])[CH:12]=2)([CH3:9])[CH3:10])=[CH:6][N:7]=1)[C:30]([O:32][CH3:33])=[O:31], predict the reactants needed to synthesize it. The reactants are: Cl[CH2:2][C:3]1[N:4]([C:19]2[CH:24]=[CH:23][C:22]([F:25])=[CH:21][CH:20]=2)[C:5]([C:8]([C:11]2[CH:16]=[CH:15][C:14]([Cl:17])=[C:13]([Cl:18])[CH:12]=2)([CH3:10])[CH3:9])=[CH:6][N:7]=1.[Cl:26][C:27]1[CH:28]=[C:29]([CH:34]=[C:35]([F:38])[C:36]=1[OH:37])[C:30]([O:32][CH3:33])=[O:31].C(=O)([O-])[O-].[K+].[K+].C1OCCOCCOCCOCCOCCOC1.